This data is from Forward reaction prediction with 1.9M reactions from USPTO patents (1976-2016). The task is: Predict the product of the given reaction. Given the reactants [F:1][C:2]([F:7])([F:6])[C:3]([OH:5])=[O:4].F[C:9](F)(F)[C:10]([OH:12])=O.[Cl:15][C:16]1[CH:17]=[N:18][C:19]2[NH:20][C:21]3[CH:22]=[CH:23][CH:24]=[C:25]([CH:37]=3)[NH:26][CH2:27][C:28]3[CH:36]=[C:32]([NH:33][C:34]=1[N:35]=2)[CH:31]=[CH:30][CH:29]=3.N1C=CC=CC=1.C(OC(=O)C)(=O)C, predict the reaction product. The product is: [F:1][C:2]([F:7])([F:6])[C:3]([OH:5])=[O:4].[C:10]([N:26]1[C:25]2[CH:37]=[C:21]([CH:22]=[CH:23][CH:24]=2)[NH:20][C:19]2=[N:35][C:34](=[C:16]([Cl:15])[CH:17]=[N:18]2)[NH:33][C:32]2=[CH:36][C:28](=[CH:29][CH:30]=[CH:31]2)[CH2:27]1)(=[O:12])[CH3:9].